This data is from Forward reaction prediction with 1.9M reactions from USPTO patents (1976-2016). The task is: Predict the product of the given reaction. Given the reactants [CH3:1][O:2][C:3]1[N:13]=[CH:12][C:11]2[S:10][CH2:9][CH2:8][NH:7][CH2:6][C:5]=2[CH:4]=1.[F:14][C:15]1[CH:24]=[C:23]([CH:25]=O)[CH:22]=[CH:21][C:16]=1[C:17]([O:19][CH3:20])=[O:18].C(O[BH-](OC(=O)C)OC(=O)C)(=O)C.[Na+], predict the reaction product. The product is: [F:14][C:15]1[CH:24]=[C:23]([CH2:25][N:7]2[CH2:6][C:5]3[CH:4]=[C:3]([O:2][CH3:1])[N:13]=[CH:12][C:11]=3[S:10][CH2:9][CH2:8]2)[CH:22]=[CH:21][C:16]=1[C:17]([O:19][CH3:20])=[O:18].